From a dataset of Forward reaction prediction with 1.9M reactions from USPTO patents (1976-2016). Predict the product of the given reaction. (1) Given the reactants C1COCC1.[Si]([O:13][CH2:14][CH2:15][CH2:16][O:17][C:18]1[C:27](=[O:28])[C:26]2[C:21](=[CH:22][C:23]([NH:30][CH:31]3[CH2:36][CH2:35][CH2:34][CH2:33][CH2:32]3)=[C:24]([F:29])[CH:25]=2)[N:20]([CH:37]2[CH2:41][CH2:40][CH2:39][CH2:38]2)[CH:19]=1)(C(C)(C)C)(C)C, predict the reaction product. The product is: [CH:31]1([NH:30][C:23]2[CH:22]=[C:21]3[C:26]([C:27](=[O:28])[C:18]([O:17][CH2:16][CH2:15][CH2:14][OH:13])=[CH:19][N:20]3[CH:37]3[CH2:41][CH2:40][CH2:39][CH2:38]3)=[CH:25][C:24]=2[F:29])[CH2:32][CH2:33][CH2:34][CH2:35][CH2:36]1. (2) Given the reactants [CH2:1]([C:8]1[CH:9]=[N:10][C:11]2[C:16]([C:17]=1[C:18]1[CH:19]=[C:20]([NH2:24])[CH:21]=[CH:22][CH:23]=1)=[CH:15][CH:14]=[CH:13][C:12]=2[C:25]([F:28])([F:27])[F:26])[C:2]1[CH:7]=[CH:6][CH:5]=[CH:4][CH:3]=1.[F:29][C:30]1[C:37]([C:38]([F:41])([F:40])[F:39])=[CH:36][CH:35]=[CH:34][C:31]=1[CH:32]=O, predict the reaction product. The product is: [CH2:1]([C:8]1[CH:9]=[N:10][C:11]2[C:16]([C:17]=1[C:18]1[CH:19]=[C:20]([NH:24][CH2:32][C:31]3[CH:34]=[CH:35][CH:36]=[C:37]([C:38]([F:39])([F:41])[F:40])[C:30]=3[F:29])[CH:21]=[CH:22][CH:23]=1)=[CH:15][CH:14]=[CH:13][C:12]=2[C:25]([F:28])([F:26])[F:27])[C:2]1[CH:3]=[CH:4][CH:5]=[CH:6][CH:7]=1. (3) Given the reactants C(O[C:4](=O)[NH:5][CH:6]1[C:15]2[C:10](=[CH:11][CH:12]=[CH:13][CH:14]=2)[CH2:9][CH2:8][CH2:7]1)C.[H-].[H-].[H-].[H-].[Li+].[Al+3].CCOCC, predict the reaction product. The product is: [CH3:4][NH:5][C@@H:6]1[C:15]2[C:10](=[CH:11][CH:12]=[CH:13][CH:14]=2)[CH2:9][CH2:8][CH2:7]1. (4) Given the reactants [CH:1]1([CH2:4][O:5][C:6]2[N:11]=[C:10]([C:12]([OH:14])=O)[CH:9]=[CH:8][C:7]=2[C:15]2[CH:19]=[CH:18][NH:17][N:16]=2)[CH2:3][CH2:2]1.[CH3:20][O:21][C:22](=[O:27])[C:23]([CH3:26])([CH3:25])[NH2:24], predict the reaction product. The product is: [CH3:20][O:21][C:22](=[O:27])[C:23]([NH:24][C:12]([C:10]1[CH:9]=[CH:8][C:7]([C:15]2[CH:19]=[CH:18][NH:17][N:16]=2)=[C:6]([O:5][CH2:4][CH:1]2[CH2:2][CH2:3]2)[N:11]=1)=[O:14])([CH3:26])[CH3:25]. (5) The product is: [F:18][C:12]1[CH:13]=[CH:14][CH:15]=[C:16]([F:17])[C:11]=1[C:8]1[CH:9]=[CH:10][C:5]2[N:6]([C:24]([NH:23][C:26]3[CH:27]=[N:28][S:29][C:30]=3[N:31]3[CH2:36][CH2:35][CH2:34][C@H:33]([NH:37][C:38](=[O:44])[O:39][C:40]([CH3:42])([CH3:41])[CH3:43])[CH2:32]3)=[N:1][CH:4]=2)[N:7]=1. Given the reactants [N:1]([CH2:4][C:5]1[N:6]=[N:7][C:8]([C:11]2[C:16]([F:17])=[CH:15][CH:14]=[CH:13][C:12]=2[F:18])=[CH:9][CH:10]=1)=[N+]=[N-].P(C)(C)C.[N:23]([C:26]1[CH:27]=[N:28][S:29][C:30]=1[N:31]1[CH2:36][CH2:35][CH2:34][C@H:33]([NH:37][C:38](=[O:44])[O:39][C:40]([CH3:43])([CH3:42])[CH3:41])[CH2:32]1)=[C:24]=S.N#N, predict the reaction product. (6) Given the reactants [CH2:1]=O.[C:3]([O:7][C:8](=[O:26])[NH:9][CH:10]1[CH2:15][CH2:14][N:13]([S:16]([C:19]2[CH:24]=[CH:23][C:22]([NH2:25])=[CH:21][CH:20]=2)(=[O:18])=[O:17])[CH2:12][CH2:11]1)([CH3:6])([CH3:5])[CH3:4].C[O-].[Na+].[BH4-].[Na+], predict the reaction product. The product is: [C:3]([O:7][C:8](=[O:26])[NH:9][CH:10]1[CH2:11][CH2:12][N:13]([S:16]([C:19]2[CH:20]=[CH:21][C:22]([NH:25][CH3:1])=[CH:23][CH:24]=2)(=[O:18])=[O:17])[CH2:14][CH2:15]1)([CH3:6])([CH3:4])[CH3:5].